Dataset: Reaction yield outcomes from USPTO patents with 853,638 reactions. Task: Predict the reaction yield, written as a fraction of the theoretical maximum amount of product (1.0 means a 100% yield; for example, 0.34 means a 34% yield). (1) The reactants are [OH:1][C:2]1[CH:11]=[CH:10][C:5]2[N:6]=[C:7]([SH:9])[O:8][C:4]=2[CH:3]=1.[C:12](=O)(O)[O-].[Na+].S(OC)(OC)(=O)=O. The catalyst is O. The product is [OH:1][C:2]1[CH:11]=[CH:10][C:5]2[N:6]=[C:7]([S:9][CH3:12])[O:8][C:4]=2[CH:3]=1. The yield is 0.250. (2) The reactants are [CH3:1][O:2][C:3](=[O:25])[C@H:4]([NH:14][C:15]([O:17][CH2:18][C:19]1[CH:24]=[CH:23][CH:22]=[CH:21][CH:20]=1)=[O:16])[CH2:5][C:6]1[CH:11]=[CH:10][C:9]([NH2:12])=[C:8]([NH2:13])[CH:7]=1.[C:26](O)(=O)[CH3:27].O.C(=O)(O)[O-].[Na+]. The catalyst is C(O)(=O)C. The product is [CH3:1][O:2][C:3](=[O:25])[C@H:4]([NH:14][C:15]([O:17][CH2:18][C:19]1[CH:24]=[CH:23][CH:22]=[CH:21][CH:20]=1)=[O:16])[CH2:5][C:6]1[CH:11]=[CH:10][C:9]2[NH:12][C:26]([CH3:27])=[N:13][C:8]=2[CH:7]=1. The yield is 0.950. (3) The reactants are [N+:1]([C:4]1[CH:12]=[CH:11][CH:10]=[C:9]2[C:5]=1[CH:6]=[N:7][NH:8]2)([O-:3])=[O:2].[H-].[Na+].S(O[CH2:26][CH:27]1[CH2:32][CH2:31][CH2:30][N:29]([C:33]([O:35][C:36]([CH3:39])([CH3:38])[CH3:37])=[O:34])[CH2:28]1)(C1C=CC(C)=CC=1)(=O)=O. The catalyst is CC(N(C)C)=O.O. The product is [N+:1]([C:4]1[CH:12]=[CH:11][CH:10]=[C:9]2[C:5]=1[CH:6]=[N:7][N:8]2[CH2:26][CH:27]1[CH2:32][CH2:31][CH2:30][N:29]([C:33]([O:35][C:36]([CH3:37])([CH3:39])[CH3:38])=[O:34])[CH2:28]1)([O-:3])=[O:2]. The yield is 0.400. (4) The reactants are [Cl:1][C:2]1[CH:7]=[CH:6][N:5]=[C:4]([C:8]([O:10]C)=O)[CH:3]=1.[CH3:12][NH2:13]. The catalyst is CO.C1COCC1. The product is [Cl:1][C:2]1[CH:7]=[CH:6][N:5]=[C:4]([C:8]([NH:13][CH3:12])=[O:10])[CH:3]=1. The yield is 0.840. (5) The reactants are [NH2:1][C:2]([C:4]1[CH:5]=[N:6][C:7]2[C:12]([C:13]=1[NH:14][C:15]1[CH:16]=[C:17]([CH:23]=[CH:24][CH:25]=1)[C:18]([O:20]CC)=[O:19])=[CH:11][CH:10]=[C:9]([C:26]1[C:27]([CH3:33])=[N:28][N:29]([CH3:32])[C:30]=1[CH3:31])[CH:8]=2)=[O:3].[OH-].[Na+]. The catalyst is C(O)C. The product is [NH2:1][C:2]([C:4]1[CH:5]=[N:6][C:7]2[C:12]([C:13]=1[NH:14][C:15]1[CH:16]=[C:17]([CH:23]=[CH:24][CH:25]=1)[C:18]([OH:20])=[O:19])=[CH:11][CH:10]=[C:9]([C:26]1[C:27]([CH3:33])=[N:28][N:29]([CH3:32])[C:30]=1[CH3:31])[CH:8]=2)=[O:3]. The yield is 0.629.